From a dataset of CYP2C19 inhibition data for predicting drug metabolism from PubChem BioAssay. Regression/Classification. Given a drug SMILES string, predict its absorption, distribution, metabolism, or excretion properties. Task type varies by dataset: regression for continuous measurements (e.g., permeability, clearance, half-life) or binary classification for categorical outcomes (e.g., BBB penetration, CYP inhibition). Dataset: cyp2c19_veith. (1) The drug is O=C(c1ccco1)N1CCC2(CCCN(c3ncccn3)C2)CC1. The result is 0 (non-inhibitor). (2) The drug is O=[N+]([O-])c1ccc(C=Nc2ccc(Cl)cc2Cl)s1. The result is 1 (inhibitor).